Dataset: Reaction yield outcomes from USPTO patents with 853,638 reactions. Task: Predict the reaction yield, written as a fraction of the theoretical maximum amount of product (1.0 means a 100% yield; for example, 0.34 means a 34% yield). (1) The reactants are [CH3:1][N:2]([CH3:33])[C:3](=[O:32])[CH2:4][C@@H:5]([N:7]([C:17]1[CH:21]=[C:20]([C:22]#[C:23][C:24]([CH3:27])([CH3:26])[CH3:25])[S:19][C:18]=1[C:28]([O:30]C)=[O:29])[C:8]([C@H:10]1[CH2:15][CH2:14][C@H:13]([CH3:16])[CH2:12][CH2:11]1)=[O:9])[CH3:6].O.[OH-].[Li+].Cl. The catalyst is C1COCC1.O. The product is [CH3:33][N:2]([CH3:1])[C:3](=[O:32])[CH2:4][C@@H:5]([N:7]([C:17]1[CH:21]=[C:20]([C:22]#[C:23][C:24]([CH3:27])([CH3:25])[CH3:26])[S:19][C:18]=1[C:28]([OH:30])=[O:29])[C:8]([C@H:10]1[CH2:11][CH2:12][C@H:13]([CH3:16])[CH2:14][CH2:15]1)=[O:9])[CH3:6]. The yield is 0.667. (2) The reactants are C(OC([N:8]1[CH2:13][CH2:12][N:11]([C:14](=[O:26])[C:15]2[CH:20]=[C:19]([F:21])[CH:18]=[CH:17][C:16]=2[C:22]([F:25])([F:24])[F:23])[CH2:10][CH2:9]1)=O)(C)(C)C.[ClH:27]. The catalyst is O1CCOCC1. The product is [ClH:27].[F:21][C:19]1[CH:18]=[CH:17][C:16]([C:22]([F:25])([F:23])[F:24])=[C:15]([C:14]([N:11]2[CH2:12][CH2:13][NH:8][CH2:9][CH2:10]2)=[O:26])[CH:20]=1. The yield is 0.890. (3) The reactants are [Cl-].O[NH3+:3].[C:4](=[O:7])([O-])[OH:5].[Na+].CS(C)=O.[O:13]1[C:17]2[CH:18]=[CH:19][C:20]([N:22]3[C:27](=[O:28])[C:26]([CH2:29][C:30]4[CH:35]=[CH:34][C:33]([C:36]5[C:37]([C:42]#[N:43])=[CH:38][CH:39]=[CH:40][CH:41]=5)=[CH:32][CH:31]=4)=[C:25]([CH2:44][CH2:45][CH3:46])[N:24]=[C:23]3[CH2:47][CH3:48])=[CH:21][C:16]=2[CH2:15][CH2:14]1. The catalyst is C(OCC)(=O)C. The product is [O:13]1[C:17]2[CH:18]=[CH:19][C:20]([N:22]3[C:27](=[O:28])[C:26]([CH2:29][C:30]4[CH:35]=[CH:34][C:33]([C:36]5[CH:41]=[CH:40][CH:39]=[CH:38][C:37]=5[C:42]5[NH:3][C:4](=[O:7])[O:5][N:43]=5)=[CH:32][CH:31]=4)=[C:25]([CH2:44][CH2:45][CH3:46])[N:24]=[C:23]3[CH2:47][CH3:48])=[CH:21][C:16]=2[CH2:15][CH2:14]1. The yield is 0.480. (4) The reactants are C([NH:4][C:5]1[CH:10]=[CH:9][C:8]([S:11](Cl)(=[O:13])=[O:12])=[CH:7][CH:6]=1)(=O)C.[CH3:15][NH:16][CH3:17].Cl. The catalyst is C1COCC1. The product is [NH2:4][C:5]1[CH:10]=[CH:9][C:8]([S:11]([N:16]([CH3:17])[CH3:15])(=[O:13])=[O:12])=[CH:7][CH:6]=1. The yield is 0.880. (5) The reactants are [CH3:1][CH2:2][CH2:3][CH2:4][NH:5][C:6]1[CH:7]=[C:8]([C:23]([OH:25])=O)[CH:9]=[C:10]([S:19]([NH2:22])(=[O:21])=[O:20])[C:11]=1[O:12][C:13]1[CH:14]=[CH:15][CH:16]=[CH:17][CH:18]=1.C(N=C=NCCCN(C)C)C.ON1C2C=CC=CC=2N=N1.[CH2:47]([NH:49][CH2:50][CH3:51])[CH3:48]. The catalyst is ClCCl. The product is [CH2:47]([N:49]([CH2:50][CH3:51])[C:23](=[O:25])[C:8]1[CH:7]=[C:6]([NH:5][CH2:4][CH2:3][CH2:2][CH3:1])[C:11]([O:12][C:13]2[CH:18]=[CH:17][CH:16]=[CH:15][CH:14]=2)=[C:10]([S:19]([NH2:22])(=[O:21])=[O:20])[CH:9]=1)[CH3:48]. The yield is 0.650.